This data is from Catalyst prediction with 721,799 reactions and 888 catalyst types from USPTO. The task is: Predict which catalyst facilitates the given reaction. (1) Reactant: [Br:1][C:2]1[CH:3]=[CH:4][C:5]([Cl:10])=[C:6]([CH2:8][NH2:9])[CH:7]=1.C(N(CC)CC)C.Cl[C:19]([O:21][CH3:22])=[O:20]. Product: [Br:1][C:2]1[CH:3]=[CH:4][C:5]([Cl:10])=[C:6]([CH2:8][NH:9][C:19](=[O:20])[O:21][CH3:22])[CH:7]=1. The catalyst class is: 2. (2) Reactant: [H-].[Na+].[CH2:3]([O:5][C:6](=[O:12])[CH2:7][C:8]([CH2:10]Cl)=[O:9])[CH3:4].[C:13]([OH:17])([CH3:16])([CH3:15])[CH3:14]. Product: [CH2:3]([O:5][C:6](=[O:12])[CH2:7][C:8](=[O:9])[CH2:10][O:17][C:13]([CH3:16])([CH3:15])[CH3:14])[CH3:4]. The catalyst class is: 9.